Dataset: NCI-60 drug combinations with 297,098 pairs across 59 cell lines. Task: Regression. Given two drug SMILES strings and cell line genomic features, predict the synergy score measuring deviation from expected non-interaction effect. Drug 1: C1CCC(C1)C(CC#N)N2C=C(C=N2)C3=C4C=CNC4=NC=N3. Drug 2: CS(=O)(=O)OCCCCOS(=O)(=O)C. Cell line: SF-295. Synergy scores: CSS=9.46, Synergy_ZIP=-1.94, Synergy_Bliss=-2.25, Synergy_Loewe=-1.00, Synergy_HSA=-1.23.